This data is from Forward reaction prediction with 1.9M reactions from USPTO patents (1976-2016). The task is: Predict the product of the given reaction. (1) Given the reactants ClC(Cl)(Cl)CO[C:5](=[O:28])[NH:6][C:7]1[C:8]([CH3:27])=[C:9]([CH3:26])[C:10]2[O:14][CH2:13][CH:12]([C:15]3[CH:20]=[CH:19][C:18]([CH:21]([CH3:23])[CH3:22])=[CH:17][CH:16]=3)[C:11]=2[C:24]=1[CH3:25].[NH2:31][CH2:32][CH2:33][CH2:34][OH:35], predict the reaction product. The product is: [OH:35][CH2:34][CH2:33][CH2:32][NH:31][C:5]([NH:6][C:7]1[C:8]([CH3:27])=[C:9]([CH3:26])[C:10]2[O:14][CH2:13][CH:12]([C:15]3[CH:16]=[CH:17][C:18]([CH:21]([CH3:22])[CH3:23])=[CH:19][CH:20]=3)[C:11]=2[C:24]=1[CH3:25])=[O:28]. (2) Given the reactants [C:1]1([C:7]2[O:11][N:10]=[C:9]([C:12](F)=[O:13])[C:8]=2[C:15]([F:18])([F:17])[F:16])[CH:6]=[CH:5][CH:4]=[CH:3][CH:2]=1.O/[N:20]=[C:21](/[C:23]1[CH:40]=[CH:39][C:26]([CH2:27][N:28]2[CH2:31][CH:30]([C:32]([O:34][C:35]([CH3:38])([CH3:37])[CH3:36])=[O:33])[CH2:29]2)=[CH:25][CH:24]=1)\[NH2:22].CCN(C(C)C)C(C)C, predict the reaction product. The product is: [C:1]1([C:7]2[O:11][N:10]=[C:9]([C:12]3[O:13][N:22]=[C:21]([C:23]4[CH:24]=[CH:25][C:26]([CH2:27][N:28]5[CH2:29][CH:30]([C:32]([O:34][C:35]([CH3:36])([CH3:38])[CH3:37])=[O:33])[CH2:31]5)=[CH:39][CH:40]=4)[N:20]=3)[C:8]=2[C:15]([F:18])([F:17])[F:16])[CH:6]=[CH:5][CH:4]=[CH:3][CH:2]=1.